This data is from Forward reaction prediction with 1.9M reactions from USPTO patents (1976-2016). The task is: Predict the product of the given reaction. (1) Given the reactants [CH3:1][C:2]1[CH:7]=[CH:6][C:5]([S:8]([O:11][CH2:12][CH:13]2[CH2:17][C:16]3[CH:18]=[C:19]([F:23])[CH:20]=[C:21](Br)[C:15]=3[O:14]2)(=[O:10])=[O:9])=[CH:4][CH:3]=1.[C:24]1(B(O)O)[CH:29]=[CH:28][CH:27]=[CH:26][CH:25]=1.C(=O)([O-])[O-].[K+].[K+], predict the reaction product. The product is: [CH3:1][C:2]1[CH:7]=[CH:6][C:5]([S:8]([O:11][CH2:12][CH:13]2[CH2:17][C:16]3[CH:18]=[C:19]([F:23])[CH:20]=[C:21]([C:24]4[CH:29]=[CH:28][CH:27]=[CH:26][CH:25]=4)[C:15]=3[O:14]2)(=[O:10])=[O:9])=[CH:4][CH:3]=1. (2) Given the reactants C[O:2][C:3]([C:5]1[N:6]([CH3:16])[CH:7]=[C:8]([C:10]2[CH:15]=[CH:14][CH:13]=[CH:12][CH:11]=2)[CH:9]=1)=[O:4].[Li+].[OH-].O, predict the reaction product. The product is: [CH3:16][N:6]1[CH:7]=[C:8]([C:10]2[CH:15]=[CH:14][CH:13]=[CH:12][CH:11]=2)[CH:9]=[C:5]1[C:3]([OH:4])=[O:2]. (3) The product is: [CH:15]12[CH2:24][CH:19]3[CH2:20][CH:21]([CH2:23][CH:17]([CH2:18]3)[CH:16]1[NH:25][C:26]([N:28]1[CH2:33][CH2:32][C:31]3([C:42]4[C:37](=[CH:38][CH:39]=[CH:40][CH:41]=4)[CH2:36][N:35]([S:2]([CH3:1])(=[O:4])=[O:3])[CH2:34]3)[CH2:30][CH2:29]1)=[O:27])[CH2:22]2. Given the reactants [CH3:1][S:2](Cl)(=[O:4])=[O:3].CCN(C(C)C)C(C)C.[CH:15]12[CH2:24][CH:19]3[CH2:20][CH:21]([CH2:23][CH:17]([CH2:18]3)[CH:16]1[NH:25][C:26]([N:28]1[CH2:33][CH2:32][C:31]3([C:42]4[C:37](=[CH:38][CH:39]=[CH:40][CH:41]=4)[CH2:36][NH:35][CH2:34]3)[CH2:30][CH2:29]1)=[O:27])[CH2:22]2.Cl, predict the reaction product. (4) Given the reactants [BH4-].[Na+].[Cl:3][C:4]1[CH:9]=[C:8]([CH3:10])[CH:7]=[CH:6][C:5]=1[C:11]([CH:13]1[CH2:15][CH2:14]1)=[O:12].[Cl-].[NH4+].C(OCC)C, predict the reaction product. The product is: [Cl:3][C:4]1[CH:9]=[C:8]([CH3:10])[CH:7]=[CH:6][C:5]=1[CH:11]([CH:13]1[CH2:15][CH2:14]1)[OH:12].